Dataset: Reaction yield outcomes from USPTO patents with 853,638 reactions. Task: Predict the reaction yield, written as a fraction of the theoretical maximum amount of product (1.0 means a 100% yield; for example, 0.34 means a 34% yield). (1) The reactants are Cl.Cl.[N:3]1[C:11]2[CH:10]=[CH:9][N:8]=[CH:7][C:6]=2[O:5][C:4]=1[NH:12][CH:13]1[CH2:18][CH2:17][NH:16][CH2:15][CH2:14]1.[C:19]1([C:25]2[NH:26][CH:27]=[C:28]([CH:30]=O)[N:29]=2)[CH:24]=[CH:23][CH:22]=[CH:21][CH:20]=1.C(N(C(C)C)C(C)C)C.C(O)(=O)C.C([BH3-])#N.[Na+]. The catalyst is C(O)C. The product is [N:3]1[C:11]2[CH:10]=[CH:9][N:8]=[CH:7][C:6]=2[O:5][C:4]=1[NH:12][CH:13]1[CH2:18][CH2:17][N:16]([CH2:30][C:28]2[NH:29][C:25]([C:19]3[CH:20]=[CH:21][CH:22]=[CH:23][CH:24]=3)=[N:26][CH:27]=2)[CH2:15][CH2:14]1. The yield is 0.0900. (2) The reactants are S(=O)(=O)(O)O.[N+:6]([O-:9])(O)=[O:7].[Br:10][C:11]1[CH:20]=[C:19]2[C:14]([C:15](=[O:21])[NH:16][CH:17]=[N:18]2)=[CH:13][CH:12]=1. The catalyst is O. The product is [Br:10][C:11]1[CH:20]=[C:19]2[C:14]([C:15](=[O:21])[NH:16][CH:17]=[N:18]2)=[CH:13][C:12]=1[N+:6]([O-:9])=[O:7]. The yield is 0.650. (3) The reactants are Br[C:2]1[CH:7]=[CH:6][C:5]([Si:8]([CH3:11])([CH3:10])[CH3:9])=[CH:4][CH:3]=1.C([Li])CCC.[C:17](=[O:19])=[O:18].Cl. The catalyst is C1COCC1.O. The product is [CH3:9][Si:8]([CH3:11])([CH3:10])[C:5]1[CH:6]=[CH:7][C:2]([C:17]([OH:19])=[O:18])=[CH:3][CH:4]=1. The yield is 0.860. (4) The reactants are [CH2:1]([C:5]1[CH:6]=[C:7](/[CH:10]=[CH:11]/[C:12]([O:14][CH2:15][CH3:16])=[O:13])[NH:8][CH:9]=1)[CH2:2][CH2:3][CH3:4].[H][H]. The catalyst is C(O)C.[Pd]. The product is [CH2:1]([C:5]1[CH:6]=[C:7]([CH2:10][CH2:11][C:12]([O:14][CH2:15][CH3:16])=[O:13])[NH:8][CH:9]=1)[CH2:2][CH2:3][CH3:4]. The yield is 0.830. (5) The reactants are C[N:2]([CH2:10][C:11]1[CH:15]=[C:14]([C:16]2[CH:21]=[CH:20][CH:19]=[CH:18][CH:17]=2)[NH:13][CH:12]=1)[C:3](=O)OC(C)(C)C.[H-].[Na+].[CH3:24][O:25][C:26]1[CH:27]=[C:28]([S:32]([Cl:35])(=[O:34])=[O:33])[CH:29]=[CH:30][CH:31]=1. No catalyst specified. The product is [ClH:35].[CH3:24][O:25][C:26]1[CH:27]=[C:28]([S:32]([N:13]2[C:14]([C:16]3[CH:17]=[CH:18][CH:19]=[CH:20][CH:21]=3)=[CH:15][C:11]([CH2:10][NH:2][CH3:3])=[CH:12]2)(=[O:34])=[O:33])[CH:29]=[CH:30][CH:31]=1. The yield is 0.680. (6) The reactants are C1(N2CCC3(CC4C=C(C5C=CC(CN)=CC=5)C=CC=4O3)CC2)CCC1.[CH:27]1([CH:31]([N:33]2[CH2:38][CH2:37][C:36]3([CH2:42][C:41]4[CH:43]=[C:44]([C:47]5[CH:54]=[CH:53][C:50]([C:51]#[N:52])=[CH:49][CH:48]=5)[CH:45]=[CH:46][C:40]=4[O:39]3)[CH2:35][CH2:34]2)[CH3:32])[CH2:30][CH2:29][CH2:28]1. No catalyst specified. The product is [CH:27]1([CH:31]([N:33]2[CH2:38][CH2:37][C:36]3([CH2:42][C:41]4[CH:43]=[C:44]([C:47]5[CH:48]=[CH:49][C:50]([CH2:51][NH2:52])=[CH:53][CH:54]=5)[CH:45]=[CH:46][C:40]=4[O:39]3)[CH2:35][CH2:34]2)[CH3:32])[CH2:30][CH2:29][CH2:28]1. The yield is 0.300. (7) The reactants are [CH3:1][O:2][C:3]1[CH:35]=[C:34]([O:36][CH3:37])[CH:33]=[CH:32][C:4]=1[CH2:5][N:6]1[C:15]2[C:14]3[CH:16]=[C:17]4[C:21](=[CH:22][C:13]=3[CH2:12][CH2:11][C:10]=2[C:9]([OH:26])=[C:8]([C:27]([O:29]C)=[O:28])[C:7]1=[O:31])[N:20]([CH3:23])[C:19]([CH2:24][OH:25])=[CH:18]4.[Li+].[I-].Cl. The catalyst is CCOC(C)=O. The product is [CH3:1][O:2][C:3]1[CH:35]=[C:34]([O:36][CH3:37])[CH:33]=[CH:32][C:4]=1[CH2:5][N:6]1[C:15]2[C:14]3[CH:16]=[C:17]4[C:21](=[CH:22][C:13]=3[CH2:12][CH2:11][C:10]=2[C:9]([OH:26])=[C:8]([C:27]([OH:29])=[O:28])[C:7]1=[O:31])[N:20]([CH3:23])[C:19]([CH2:24][OH:25])=[CH:18]4. The yield is 0.900.